This data is from Forward reaction prediction with 1.9M reactions from USPTO patents (1976-2016). The task is: Predict the product of the given reaction. Given the reactants Br[C:2]1[CH:3]=[C:4]([NH:25][C:26](=[O:34])[C:27]2[CH:32]=[CH:31][CH:30]=[C:29]([Cl:33])[CH:28]=2)[C:5]([N:8]2[CH2:13][CH2:12][CH:11]([CH2:14][C:15]([N:17]3[CH2:23][CH2:22][CH2:21][N:20]([CH3:24])[CH2:19][CH2:18]3)=[O:16])[CH2:10][CH2:9]2)=[N:6][CH:7]=1.[N:35]1[CH:40]=[CH:39][CH:38]=[C:37](B(O)O)[CH:36]=1.C(=O)([O-])[O-].[K+].[K+], predict the reaction product. The product is: [Cl:33][C:29]1[CH:28]=[C:27]([CH:32]=[CH:31][CH:30]=1)[C:26]([NH:25][C:4]1[C:5]([N:8]2[CH2:13][CH2:12][CH:11]([CH2:14][C:15]([N:17]3[CH2:23][CH2:22][CH2:21][N:20]([CH3:24])[CH2:19][CH2:18]3)=[O:16])[CH2:10][CH2:9]2)=[N:6][CH:7]=[C:2]([C:37]2[CH:36]=[N:35][CH:40]=[CH:39][CH:38]=2)[CH:3]=1)=[O:34].